This data is from Full USPTO retrosynthesis dataset with 1.9M reactions from patents (1976-2016). The task is: Predict the reactants needed to synthesize the given product. (1) Given the product [Br:8][C:5]1[CH:6]=[CH:7][C:2]([NH:1][C:18]([NH:17][C:11]2[CH:12]=[C:13]([CH3:16])[CH:14]=[CH:15][C:10]=2[F:9])=[O:19])=[N:3][CH:4]=1, predict the reactants needed to synthesize it. The reactants are: [NH2:1][C:2]1[CH:7]=[CH:6][C:5]([Br:8])=[CH:4][N:3]=1.[F:9][C:10]1[CH:15]=[CH:14][C:13]([CH3:16])=[CH:12][C:11]=1[N:17]=[C:18]=[O:19].FC1C=CC=C(N=C=O)C=1. (2) Given the product [CH3:7][Si:8]([CH3:14])([CH3:13])[O:9][CH2:10][CH2:11][C:1]1[CH2:5][CH:4]=[CH:3][CH:2]=1, predict the reactants needed to synthesize it. The reactants are: [CH-:1]1[CH:5]=[CH:4][CH:3]=[CH:2]1.[Na+].[CH3:7][Si:8]([CH3:14])([CH3:13])[O:9][CH2:10][CH2:11]Br.[Cl-].[NH4+]. (3) Given the product [O:14]1[C:18]2[CH:19]=[CH:20][CH:21]=[C:22]([C:10]3([OH:11])[C:9]4[C:4](=[CH:5][CH:6]=[C:7]([C:12]#[N:13])[CH:8]=4)[NH:3][C:2]3=[O:1])[C:17]=2[O:16][CH2:15]1, predict the reactants needed to synthesize it. The reactants are: [O:1]=[C:2]1[C:10](=[O:11])[C:9]2[C:4](=[CH:5][CH:6]=[C:7]([C:12]#[N:13])[CH:8]=2)[NH:3]1.[O:14]1[C:18]2[CH:19]=[CH:20][CH:21]=[C:22](Br)[C:17]=2[O:16][CH2:15]1. (4) Given the product [Br:16][C:11]1[CH:12]=[CH:13][CH:14]=[CH:15][C:10]=1[NH:9][N:8]=[C:5]([C:6]#[N:7])[C:4]([NH:22][CH2:18][CH2:19][CH2:20][CH3:21])=[O:17], predict the reactants needed to synthesize it. The reactants are: C(O[C:4](=[O:17])[C:5](=[N:8][NH:9][C:10]1[CH:15]=[CH:14][CH:13]=[CH:12][C:11]=1[Br:16])[C:6]#[N:7])C.[CH2:18]([NH2:22])[CH2:19][CH2:20][CH3:21].C(N(CC)CC)C. (5) The reactants are: ClCC1C=CC(O[CH2:10][O:11][CH2:12][CH2:13][Si:14]([CH3:17])([CH3:16])[CH3:15])=CC=1.O[C:19]1[CH:28]=[CH:27][C:22]([C:23]([O:25][CH3:26])=[O:24])=[CH:21][CH:20]=1. Given the product [CH3:15][Si:14]([CH3:17])([CH3:16])[CH2:13][CH2:12][O:11][CH2:10][C:19]1[CH:28]=[CH:27][C:22]([C:23]([O:25][CH3:26])=[O:24])=[CH:21][CH:20]=1, predict the reactants needed to synthesize it. (6) Given the product [C:24]([C:20]1[CH:19]=[C:18]([C:16]([CH3:30])([CH3:17])[CH2:15][C:2]([OH:1])([C:31]([F:32])([F:33])[F:34])[CH2:3][N:4]2[C:13]3[C:8](=[CH:9][CH:10]=[CH:11][CH:12]=3)[C:7](=[O:14])[CH:6]=[CH:5]2)[CH:23]=[CH:22][CH:21]=1)(=[O:25])[CH3:29], predict the reactants needed to synthesize it. The reactants are: [OH:1][C:2]([C:31]([F:34])([F:33])[F:32])([CH2:15][C:16]([CH3:30])([C:18]1[CH:23]=[CH:22][CH:21]=[C:20]([C:24]2([CH3:29])OCC[O:25]2)[CH:19]=1)[CH3:17])[CH2:3][N:4]1[C:13]2[C:8](=[CH:9][CH:10]=[CH:11][CH:12]=2)[C:7](=[O:14])[CH:6]=[CH:5]1.C(O)C.C1(C)C=CC(S(O)(=O)=O)=CC=1.[NH+]1C=CC=CC=1. (7) Given the product [Cl:1][C:2]1[CH:3]=[CH:4][C:5]2[O:19][CH2:20][N:16]3[C:15]4[CH:14]=[CH:13][C:12]([O:17][CH3:18])=[N:11][C:10]=4[CH:9]=[C:8]3[C:6]=2[N:7]=1, predict the reactants needed to synthesize it. The reactants are: [Cl:1][C:2]1[N:7]=[C:6]([C:8]2[NH:16][C:15]3[C:10](=[N:11][C:12]([O:17][CH3:18])=[CH:13][CH:14]=3)[CH:9]=2)[C:5]([OH:19])=[CH:4][CH:3]=1.[C:20]([O-])([O-])=O.[Cs+].[Cs+].ClCI. (8) Given the product [N:20]1[N:16]2[C:17]3[C:12]([CH:13]=[CH:14][C:15]2=[N:22][N:21]=1)=[CH:11][C:10]([S:9][C:8]1[N:34]=[C:33]([C:35]2([C:41]#[N:42])[CH2:40][CH2:39][O:38][CH2:37][CH2:36]2)[CH:32]=[CH:6][CH:7]=1)=[CH:19][CH:18]=3, predict the reactants needed to synthesize it. The reactants are: C(C(CCCC)CO[C:6](=O)[CH2:7][CH2:8][S:9][C:10]1[CH:11]=[C:12]2[C:17](=[CH:18][CH:19]=1)[N:16]1[N:20]=[N:21][N:22]=[C:15]1[CH:14]=[CH:13]2)C.FC1[N:34]=[C:33]([C:35]2([C:41]#[N:42])[CH2:40][CH2:39][O:38][CH2:37][CH2:36]2)[CH:32]=CC=1.CC(C)([O-])C.[K+]. (9) Given the product [Cl:12][C:13]1[C:18]([Cl:19])=[CH:17][CH:16]=[CH:15][C:14]=1[S:20][C:2]1[C:7]([N+:8]([O-:10])=[O:9])=[CH:6][CH:5]=[CH:4][C:3]=1[OH:11], predict the reactants needed to synthesize it. The reactants are: F[C:2]1[C:7]([N+:8]([O-:10])=[O:9])=[CH:6][CH:5]=[CH:4][C:3]=1[OH:11].[Cl:12][C:13]1[C:18]([Cl:19])=[CH:17][CH:16]=[CH:15][C:14]=1[SH:20].[OH-].[Na+].Cl.